Task: Predict the product of the given reaction.. Dataset: Forward reaction prediction with 1.9M reactions from USPTO patents (1976-2016) Given the reactants [CH3:1][O:2][C@@:3]1([CH3:42])[CH2:9][N:8](C(OC(C)(C)C)=O)[CH2:7][CH2:6][N:5]([C:17]2[CH:22]=[CH:21][CH:20]=[C:19]([N:23]3[C:31]4[CH:30]=[C:29]([C:32]5[CH:33]=[N:34][N:35]([CH2:37][C:38]([F:41])([F:40])[F:39])[CH:36]=5)[N:28]=[CH:27][C:26]=4[CH:25]=[N:24]3)[N:18]=2)[CH2:4]1.Cl, predict the reaction product. The product is: [CH3:1][O:2][C@:3]1([CH3:42])[CH2:4][N:5]([C:17]2[N:18]=[C:19]([N:23]3[C:31]4[CH:30]=[C:29]([C:32]5[CH:33]=[N:34][N:35]([CH2:37][C:38]([F:40])([F:39])[F:41])[CH:36]=5)[N:28]=[CH:27][C:26]=4[CH:25]=[N:24]3)[CH:20]=[CH:21][CH:22]=2)[CH2:6][CH2:7][NH:8][CH2:9]1.